From a dataset of Forward reaction prediction with 1.9M reactions from USPTO patents (1976-2016). Predict the product of the given reaction. (1) The product is: [Br:1][C:2]1[CH:3]=[CH:4][C:5]([N+:10]([O-:12])=[O:11])=[C:6]([CH:9]=1)/[CH:7]=[N:13]/[C:14]1[CH:24]=[CH:23][C:17]([C:18]([O:20][CH2:21][CH3:22])=[O:19])=[CH:16][C:15]=1[F:25]. Given the reactants [Br:1][C:2]1[CH:3]=[CH:4][C:5]([N+:10]([O-:12])=[O:11])=[C:6]([CH:9]=1)[CH:7]=O.[NH2:13][C:14]1[CH:24]=[CH:23][C:17]([C:18]([O:20][CH2:21][CH3:22])=[O:19])=[CH:16][C:15]=1[F:25], predict the reaction product. (2) Given the reactants [F:1][C:2]([F:7])([F:6])[C:3]([OH:5])=[O:4].[C:8]([C:11]1[CH:29]=[CH:28][C:14]([O:15][C:16]([C:18]2[S:22][C:21]([CH2:23][CH2:24][C:25]([OH:27])=O)=[CH:20][CH:19]=2)=[O:17])=[C:13]([F:30])[CH:12]=1)(=[NH:10])[NH2:9], predict the reaction product. The product is: [F:1][C:2]([F:7])([F:6])[C:3]([OH:5])=[O:4].[F:1][C:2]([F:7])([F:6])[C:3]([OH:5])=[O:4].[C:8]([C:11]1[CH:29]=[CH:28][C:14]([O:15][C:16]([C:18]2[S:22][C:21]([CH2:23][CH2:24][C:25]([N:9]([CH2:8][CH:11]=[CH2:12])[CH2:2][C:3]([OH:5])=[O:4])=[O:27])=[CH:20][CH:19]=2)=[O:17])=[C:13]([F:30])[CH:12]=1)(=[NH:10])[NH2:9]. (3) Given the reactants [CH:1]1([O:4][C:5]2[CH:6]=[C:7]([C:15]3[N:32](COCC[Si](C)(C)C)[C:18]4[CH:19]=[N:20][N:21]([CH2:24][O:25][CH2:26][CH2:27][Si:28]([CH3:31])([CH3:30])[CH3:29])[C:22](=[O:23])[C:17]=4[C:16]=3[CH2:41][O:42][CH:43]([CH2:46][CH3:47])[CH2:44][CH3:45])[CH:8]=[CH:9][C:10]=2[O:11][CH:12]([F:14])[F:13])[CH2:3][CH2:2]1.C1(OC2C=C(C3N(COCC[Si](C)(C)C)C4C=NN(COCC[Si](C)(C)C)C(=O)C=4C=3C)C=CC=2OC(F)F)CC1, predict the reaction product. The product is: [CH:1]1([O:4][C:5]2[CH:6]=[C:7]([C:15]3[NH:32][C:18]4[CH:19]=[N:20][N:21]([CH2:24][O:25][CH2:26][CH2:27][Si:28]([CH3:31])([CH3:30])[CH3:29])[C:22](=[O:23])[C:17]=4[C:16]=3[CH2:41][O:42][CH:43]([CH2:46][CH3:47])[CH2:44][CH3:45])[CH:8]=[CH:9][C:10]=2[O:11][CH:12]([F:14])[F:13])[CH2:3][CH2:2]1. (4) Given the reactants C[NH:2][C:3]1([C:10]2[C:18]3[C:13](=[CH:14][CH:15]=[CH:16][CH:17]=3)[NH:12][CH:11]=2)[CH:7]=NC(NC)=N1.Cl.[NH3:20].[CH3:21]O, predict the reaction product. The product is: [NH3:2].[CH:16]1[CH:15]=[CH:14][C:13]2[NH:12][C:11]3[N:20]=[CH:21][CH:7]=[CH:3][C:10]=3[C:18]=2[CH:17]=1. (5) Given the reactants [C:1]([O:4][C@H:5]1[C@@H:19]([O:20][C:21](=[O:23])[CH3:22])[C@H:18]([O:24][C:25](=[O:27])[CH3:26])[C@@H:17]([CH2:28][O:29][C:30](=[O:32])[CH3:31])[O:16][C@@H:6]1[O:7][C:8]1[CH:13]=[CH:12][C:11](I)=[CH:10][C:9]=1[Cl:15])(=[O:3])[CH3:2].C([O-])([O-])=O.[Cs+].[Cs+].CC(C1C=C(C(C)C)C(C2C=CC=CC=2P(C2CCCCC2)C2CCCCC2)=C(C(C)C)C=1)C.[N+:73]([C:76]1[CH:77]=[C:78]2[C:82](=[CH:83][CH:84]=1)[NH:81][CH2:80][CH2:79]2)([O-:75])=[O:74], predict the reaction product. The product is: [C:1]([O:4][C@H:5]1[C@@H:19]([O:20][C:21](=[O:23])[CH3:22])[C@H:18]([O:24][C:25](=[O:27])[CH3:26])[C@@H:17]([CH2:28][O:29][C:30](=[O:32])[CH3:31])[O:16][C@@H:6]1[O:7][C:8]1[CH:13]=[CH:12][C:11]([N:81]2[C:82]3[C:78](=[CH:77][C:76]([N+:73]([O-:75])=[O:74])=[CH:84][CH:83]=3)[CH2:79][CH2:80]2)=[CH:10][C:9]=1[Cl:15])(=[O:3])[CH3:2]. (6) The product is: [Br:1][C:2]1[CH:7]=[CH:6][CH:5]=[CH:4][C:3]=1[S:8]([NH:18][CH:12]1[CH2:17][CH2:16][CH2:15][CH2:14][CH2:13]1)(=[O:10])=[O:9]. Given the reactants [Br:1][C:2]1[CH:7]=[CH:6][CH:5]=[CH:4][C:3]=1[S:8](Cl)(=[O:10])=[O:9].[CH:12]1([NH2:18])[CH2:17][CH2:16][CH2:15][CH2:14][CH2:13]1.N1C=CC=CC=1.Cl, predict the reaction product. (7) Given the reactants [C:1]1([N:7]2[C:11]3[C:12]4[S:13][C:14]([NH:18]C(=O)C)=[N:15][C:16]=4[CH2:17][C:10]=3[CH:9]=[N:8]2)[CH:6]=[CH:5][CH:4]=[CH:3][CH:2]=1.Cl, predict the reaction product. The product is: [C:1]1([N:7]2[C:11]3[C:12]4[S:13][C:14]([NH2:18])=[N:15][C:16]=4[CH2:17][C:10]=3[CH:9]=[N:8]2)[CH:2]=[CH:3][CH:4]=[CH:5][CH:6]=1.